Dataset: Full USPTO retrosynthesis dataset with 1.9M reactions from patents (1976-2016). Task: Predict the reactants needed to synthesize the given product. (1) The reactants are: [CH2:1]([O:3][C:4]1[CH:5]=[C:6]2[C:11](=[CH:12][C:13]=1[OH:14])[CH:10]=[N:9][CH:8]([CH3:15])[CH2:7]2)[CH3:2].CN([CH:19]=[C:20]([C:26](=[O:28])[CH3:27])[C:21]([O:23][CH2:24][CH3:25])=[O:22])C. Given the product [CH2:1]([O:3][C:4]1[C:13]([OH:14])=[CH:12][C:11]2[CH:10]3[N:9]([CH:8]([CH3:15])[CH2:7][C:6]=2[CH:5]=1)[CH:19]=[C:20]([C:21]([O:23][CH2:24][CH3:25])=[O:22])[C:26](=[O:28])[CH2:27]3)[CH3:2], predict the reactants needed to synthesize it. (2) Given the product [C:29]([C:27]1[N:28]=[C:24]([N:21]2[CH2:22][CH2:23][C@@H:19]([OH:18])[CH2:20]2)[S:25][CH:26]=1)(=[O:31])[NH2:30], predict the reactants needed to synthesize it. The reactants are: [Si]([O:18][C@@H:19]1[CH2:23][CH2:22][N:21]([C:24]2[S:25][CH:26]=[C:27]([C:29](=[O:31])[NH2:30])[N:28]=2)[CH2:20]1)(C(C)(C)C)(C1C=CC=CC=1)C1C=CC=CC=1.[F-].C([N+](CCCC)(CCCC)CCCC)CCC. (3) The reactants are: [C:16]1([CH3:21])[CH:17]=[CH:18][CH:19]=[CH:20][C:15]=1P([C:15]1[CH:20]=[CH:19][CH:18]=[CH:17][C:16]=1[CH3:21])[C:15]1[CH:20]=[CH:19][CH:18]=[CH:17][C:16]=1[CH3:21].Br[C:24]1[CH:25]=[C:26]2[C:35]3=[C:36]([C:38]4[CH:39]=[CH:40][CH:41]=[CH:42][C:43]=4[N:34]3[C:33]3[CH:32]=[CH:31][CH:30]=[CH:29][C:28]=3[C:27]2([CH3:45])[CH3:44])[CH:37]=1.[N:46]1[C:50]2[CH:51]=[CH:52][CH:53]=[CH:54][C:49]=2[NH:48][C:47]=1B(O)O.O.P([O-])([O-])([O-])=O.[K+].[K+].[K+]. Given the product [C:47]1([N:48]2[C:49]3[CH:54]=[CH:53][CH:52]=[CH:51][C:50]=3[N:46]=[C:21]2[C:16]2[C:15]([C:42]3[C:43]4[N:34]5[C:35]6[CH:36]=[CH:37][CH:24]=[CH:25][C:26]=6[C:27]([CH3:45])([CH3:44])[C:28]6[C:33]5=[C:32]([CH:31]=[CH:30][CH:29]=6)[C:38]=4[CH:39]=[CH:40][CH:41]=3)=[CH:20][CH:19]=[CH:18][CH:17]=2)[CH:18]=[CH:17][CH:16]=[CH:15][CH:20]=1, predict the reactants needed to synthesize it. (4) Given the product [Cl:30][C:31]1[N:36]=[CH:35][C:34]([C:37]([NH:1][C:2]2[CH:3]=[CH:4][C:5]([CH3:29])=[C:6]([C:8]3[C:9]4[CH:19]=[CH:18][C:17](=[O:20])[N:16]([C:21]5[C:22]([F:28])=[CH:23][CH:24]=[CH:25][C:26]=5[F:27])[C:10]=4[N:11]=[C:12]([S:14][CH3:15])[N:13]=3)[CH:7]=2)=[O:38])=[CH:33][CH:32]=1, predict the reactants needed to synthesize it. The reactants are: [NH2:1][C:2]1[CH:3]=[CH:4][C:5]([CH3:29])=[C:6]([C:8]2[C:9]3[CH:19]=[CH:18][C:17](=[O:20])[N:16]([C:21]4[C:26]([F:27])=[CH:25][CH:24]=[CH:23][C:22]=4[F:28])[C:10]=3[N:11]=[C:12]([S:14][CH3:15])[N:13]=2)[CH:7]=1.[Cl:30][C:31]1[N:36]=[CH:35][C:34]([C:37](Cl)=[O:38])=[CH:33][CH:32]=1. (5) Given the product [OH:2][C:3]1[CH:4]=[C:5]([CH:19]=[CH:20][CH:21]=1)[CH2:6][CH:7]1[C:11]2[NH:12][C:13]([C:15]([O:17][CH3:18])=[O:16])=[CH:14][C:10]=2[CH2:9][CH2:8]1, predict the reactants needed to synthesize it. The reactants are: C[O:2][C:3]1[CH:4]=[C:5]([CH:19]=[CH:20][CH:21]=1)[CH2:6][CH:7]1[C:11]2[NH:12][C:13]([C:15]([O:17][CH3:18])=[O:16])=[CH:14][C:10]=2[CH2:9][CH2:8]1.B(Br)(Br)Br.C(=O)(O)[O-].[Na+]. (6) Given the product [OH:24][CH:23]=[C:10]1[C:9]2[C:4](=[CH:5][C:6]([C:11]([C:13]3[CH:14]=[C:15]([NH:19][C:20](=[O:22])[CH3:21])[CH:16]=[CH:17][CH:18]=3)=[O:12])=[CH:7][CH:8]=2)[NH:3][C:2]1=[O:1], predict the reactants needed to synthesize it. The reactants are: [O:1]=[C:2]1[CH2:10][C:9]2[C:4](=[CH:5][C:6]([C:11]([C:13]3[CH:14]=[C:15]([NH:19][C:20](=[O:22])[CH3:21])[CH:16]=[CH:17][CH:18]=3)=[O:12])=[CH:7][CH:8]=2)[NH:3]1.[CH:23](OCC)=[O:24].[O-]CC.[Na+].Cl. (7) Given the product [CH3:1][O:2][C:3]1[C:4](=[O:37])[C:5]([CH3:36])=[C:6]([CH2:12][C:13]2[C:14]([OH:32])=[C:15]([CH:29]=[CH:30][CH:31]=2)[C:16]([NH:18][C:19]2[CH:24]=[CH:23][C:22]([C:25]([F:26])([F:28])[F:27])=[CH:21][CH:20]=2)=[O:17])[C:7](=[O:11])[C:8]=1[O:9][CH3:10], predict the reactants needed to synthesize it. The reactants are: [CH3:1][O:2][C:3]1[C:4](=[O:37])[C:5]([CH3:36])=[C:6]([CH2:12][C:13]2[C:14]([O:32]C(=O)C)=[C:15]([CH:29]=[CH:30][CH:31]=2)[C:16]([NH:18][C:19]2[CH:24]=[CH:23][C:22]([C:25]([F:28])([F:27])[F:26])=[CH:21][CH:20]=2)=[O:17])[C:7](=[O:11])[C:8]=1[O:9][CH3:10].C(=O)([O-])O.[Na+]. (8) The reactants are: [CH2:1]([NH:8][CH2:9][CH2:10][OH:11])[C:2]1[CH:7]=[CH:6][CH:5]=[CH:4][CH:3]=1.C(=O)([O-])[O-].[K+].[K+].[CH2:18](Br)[C:19]1[CH:24]=[CH:23][CH:22]=[CH:21][CH:20]=1. Given the product [CH2:1]([N:8]([CH2:18][C:19]1[CH:24]=[CH:23][CH:22]=[CH:21][CH:20]=1)[CH2:9][CH2:10][OH:11])[C:2]1[CH:7]=[CH:6][CH:5]=[CH:4][CH:3]=1, predict the reactants needed to synthesize it.